Dataset: Catalyst prediction with 721,799 reactions and 888 catalyst types from USPTO. Task: Predict which catalyst facilitates the given reaction. (1) Reactant: [C:1]([C:4]1[CH:5]=[C:6]([C:11]2[C:12]([C:17]([O:19][CH3:20])=[O:18])=[N:13][CH:14]=[CH:15][CH:16]=2)[CH:7]=[CH:8][C:9]=1[Cl:10])([OH:3])=O.C(Cl)(=O)C(Cl)=O.Cl.[C:28]12([CH2:38][CH2:39][NH2:40])[CH2:37][CH:32]3[CH2:33][CH:34]([CH2:36][CH:30]([CH2:31]3)[CH2:29]1)[CH2:35]2. Product: [Cl:10][C:9]1[CH:8]=[CH:7][C:6]([C:11]2[C:12]([C:17]([O:19][CH3:20])=[O:18])=[N:13][CH:14]=[CH:15][CH:16]=2)=[CH:5][C:4]=1[C:1]([NH:40][CH2:39][CH2:38][C:28]12[CH2:37][CH:32]3[CH2:33][CH:34]([CH2:36][CH:30]([CH2:31]3)[CH2:29]1)[CH2:35]2)=[O:3]. The catalyst class is: 204. (2) Reactant: O.[NH2:2][NH2:3].O=[C:5]([CH3:12])[CH2:6][C:7](OCC)=[O:8].[CH:13](=O)[C:14]1[CH:19]=[CH:18][CH:17]=[CH:16][CH:15]=1.[C:21](#[N:25])[CH2:22][C:23]#[N:24].N1CCCCC1. Product: [NH2:24][C:23]1[O:8][C:7]2=[N:2][NH:3][C:5]([CH3:12])=[C:6]2[CH:13]([C:14]2[CH:19]=[CH:18][CH:17]=[CH:16][CH:15]=2)[C:22]=1[C:21]#[N:25]. The catalyst class is: 6. (3) Reactant: [F:1][C:2]1[CH:7]=[C:6]([F:8])[CH:5]=[CH:4][C:3]=1[N:9]1[N:17]=[C:16]([C:18]([O:20]CC)=[O:19])[C:15]2[CH2:14][C@H:13]3[CH2:23][C@H:11]([C:12]3([CH3:25])[CH3:24])[C:10]1=2.O.[OH-].[K+]. Product: [F:1][C:2]1[CH:7]=[C:6]([F:8])[CH:5]=[CH:4][C:3]=1[N:9]1[N:17]=[C:16]([C:18]([OH:20])=[O:19])[C:15]2[CH2:14][C@H:13]3[CH2:23][C@H:11]([C:12]3([CH3:25])[CH3:24])[C:10]1=2. The catalyst class is: 8. (4) Product: [Cl:7][C:8]1[C:9]2[N:10]([C:17]([CH3:20])=[N:18][CH:19]=2)[C:11]([C:14]([NH:34][CH2:33][CH2:32][CH2:31][O:30][CH3:29])=[O:16])=[CH:12][N:13]=1. The catalyst class is: 1. Reactant: C(Cl)(=O)C(Cl)=O.[Cl:7][C:8]1[C:9]2[N:10]([C:17]([CH3:20])=[N:18][CH:19]=2)[C:11]([C:14]([OH:16])=O)=[CH:12][N:13]=1.CN1CCN(C)C1=O.[CH3:29][O:30][CH2:31][CH2:32][CH2:33][NH2:34].C(N(CC)CC)C.